This data is from Full USPTO retrosynthesis dataset with 1.9M reactions from patents (1976-2016). The task is: Predict the reactants needed to synthesize the given product. (1) Given the product [Cl:7][C:8]1[CH:13]=[CH:12][C:11]([CH2:14][C:15]([NH:17][C:18]2[CH:19]=[N:20][CH:21]=[C:22]([C:24]([C:26]3[C:34]4[CH:33]=[N:32][CH:31]=[N:30][C:29]=4[N:28]([CH2:35][S:36][CH3:37])[CH:27]=3)=[O:25])[CH:23]=2)=[O:16])=[CH:10][CH:9]=1, predict the reactants needed to synthesize it. The reactants are: C(=O)([O-])[O-].[K+].[K+].[Cl:7][C:8]1[CH:13]=[CH:12][C:11]([CH2:14][C:15]([NH:17][C:18]2[CH:19]=[N:20][CH:21]=[C:22]([C:24]([C:26]3[C:34]4[CH:33]=[N:32][CH:31]=[N:30][C:29]=4[NH:28][CH:27]=3)=[O:25])[CH:23]=2)=[O:16])=[CH:10][CH:9]=1.[CH3:35][S:36][CH2:37]Cl.O. (2) Given the product [Si:1]([O:8][CH2:9][C:10]1[S:14][C:13]([Cl:15])=[C:12]([CH:16]([C:17]2[C:18]([CH2:24][CH2:25][I:53])=[CH:19][N:20]=[C:21]([Cl:23])[CH:22]=2)[OH:27])[CH:11]=1)([C:4]([CH3:7])([CH3:6])[CH3:5])([CH3:3])[CH3:2], predict the reactants needed to synthesize it. The reactants are: [Si:1]([O:8][CH2:9][C:10]1[S:14][C:13]([Cl:15])=[C:12]([CH:16]([OH:27])[C:17]2[CH:22]=[C:21]([Cl:23])[N:20]=[CH:19][C:18]=2[CH2:24][CH2:25]O)[CH:11]=1)([C:4]([CH3:7])([CH3:6])[CH3:5])([CH3:3])[CH3:2].N1C=CC=CC=1.C1(P(C2C=CC=CC=2)C2C=CC=CC=2)C=CC=CC=1.[I:53]I. (3) Given the product [C:22]([O:26][C:27](=[O:28])[NH:29][CH:33]([CH3:32])[CH2:34][C:12]1[C:11]2[CH:10]=[C:9]([O:8][CH2:6][CH3:7])[CH:17]=[CH:16][C:15]=2[N:14]2[CH2:18][CH2:19][CH2:20][C:13]=12)([CH3:25])([CH3:24])[CH3:23], predict the reactants needed to synthesize it. The reactants are: C([Li])CCC.[CH2:6]([O:8][C:9]1[CH:17]=[CH:16][C:15]2[N:14]3[CH2:18][CH2:19][CH2:20][C:13]3=[C:12](I)[C:11]=2[CH:10]=1)[CH3:7].[C:22]([O:26][C:27]([N:29]1[C@@H:33]([CH3:34])[CH2:32]OS1(=O)=O)=[O:28])([CH3:25])([CH3:24])[CH3:23].C(O)(=O)CC(CC(O)=O)(C(O)=O)O. (4) Given the product [F:23][C:20]1[CH:19]=[CH:18][C:17]([C:9]2[CH:8]=[C:7]([CH:6]([O:24][CH2:25][CH2:26][C:27]3[N:31]([CH3:32])[CH:30]=[N:29][CH:28]=3)[C:2]3[S:1][CH:5]=[CH:4][N:3]=3)[CH:16]=[CH:15][C:10]=2[C:11]([OH:13])=[O:12])=[CH:22][CH:21]=1, predict the reactants needed to synthesize it. The reactants are: [S:1]1[CH:5]=[CH:4][N:3]=[C:2]1[CH:6]([O:24][CH2:25][CH2:26][C:27]1[N:31]([CH3:32])[CH:30]=[N:29][CH:28]=1)[C:7]1[CH:16]=[CH:15][C:10]([C:11]([O:13]C)=[O:12])=[C:9]([C:17]2[CH:22]=[CH:21][C:20]([F:23])=[CH:19][CH:18]=2)[CH:8]=1.[OH-].[Na+]. (5) Given the product [C:1]([O:4][CH2:5][CH2:6][N:25]1[CH2:24][CH2:23][CH:22]([O:21][C:20]2[C:13]3[C:14](=[N:15][CH:16]=[CH:17][C:12]=3[O:11][C:10]3[CH:44]=[CH:45][C:46]([NH:48][C:49]([C:51]4[C:52](=[O:64])[N:53]([C:57]5[CH:62]=[CH:61][C:60]([F:63])=[CH:59][CH:58]=5)[N:54]=[CH:55][CH:56]=4)=[O:50])=[CH:47][C:9]=3[F:8])[N:18]([CH2:35][C:36]3[CH:41]=[CH:40][C:39]([O:42][CH3:43])=[CH:38][CH:37]=3)[N:19]=2)[CH2:27][CH2:26]1)(=[O:3])[CH3:2], predict the reactants needed to synthesize it. The reactants are: [C:1]([O:4][CH2:5][CH2:6]Br)(=[O:3])[CH3:2].[F:8][C:9]1[CH:47]=[C:46]([NH:48][C:49]([C:51]2[C:52](=[O:64])[N:53]([C:57]3[CH:62]=[CH:61][C:60]([F:63])=[CH:59][CH:58]=3)[N:54]=[CH:55][CH:56]=2)=[O:50])[CH:45]=[CH:44][C:10]=1[O:11][C:12]1[CH:17]=[CH:16][N:15]=[C:14]2[N:18]([CH2:35][C:36]3[CH:41]=[CH:40][C:39]([O:42][CH3:43])=[CH:38][CH:37]=3)[N:19]=[C:20]([O:21][CH:22]3[CH2:27][CH2:26][N:25](C(OC(C)(C)C)=O)[CH2:24][CH2:23]3)[C:13]=12.[H-].[Na+].CCOC(C)=O.